Dataset: Full USPTO retrosynthesis dataset with 1.9M reactions from patents (1976-2016). Task: Predict the reactants needed to synthesize the given product. (1) Given the product [CH3:12][O:11][C:1](=[O:10])[CH2:2][CH:3]([C:4]1[CH:5]=[CH:6][CH:7]=[CH:8][CH:9]=1)[CH2:16][N+:13]([O-:15])=[O:14], predict the reactants needed to synthesize it. The reactants are: [C:1]([O:11][CH3:12])(=[O:10])[CH:2]=[CH:3][C:4]1[CH:9]=[CH:8][CH:7]=[CH:6][CH:5]=1.[N+:13]([CH3:16])([O-:15])=[O:14].CN(C)C(N(C)C)=N.Cl. (2) Given the product [F:15][C:16]([F:25])([F:26])[O:17][C:18]1[CH:23]=[CH:22][C:21]([O:1][CH:2]2[CH2:3][CH2:4][N:5]([C:8]([O:10][C:11]([CH3:14])([CH3:13])[CH3:12])=[O:9])[CH2:6][CH2:7]2)=[CH:20][CH:19]=1, predict the reactants needed to synthesize it. The reactants are: [OH:1][CH:2]1[CH2:7][CH2:6][N:5]([C:8]([O:10][C:11]([CH3:14])([CH3:13])[CH3:12])=[O:9])[CH2:4][CH2:3]1.[F:15][C:16]([F:26])([F:25])[O:17][C:18]1[CH:23]=[CH:22][C:21](O)=[CH:20][CH:19]=1.C1(P(C2C=CC=CC=2)C2C=CC=CC=2)C=CC=CC=1.N(C(OCC)=O)=NC(OCC)=O. (3) Given the product [F:20][C:19]([F:22])([F:21])[CH:11]([C:10]1[CH:13]=[CH:14][C:7]([O:6][CH2:5][CH2:4][CH2:3][C:2]([F:15])([F:16])[F:1])=[CH:8][CH:9]=1)[OH:12], predict the reactants needed to synthesize it. The reactants are: [F:1][C:2]([F:16])([F:15])[CH2:3][CH2:4][CH2:5][O:6][C:7]1[CH:14]=[CH:13][C:10]([CH:11]=[O:12])=[CH:9][CH:8]=1.C[Si](C)(C)[C:19]([F:22])([F:21])[F:20].Cl. (4) The reactants are: [Br:1][C:2]1[CH:19]=[CH:18][C:5]2[NH:6][C:7]([C:9]3[CH:14]=[CH:13][C:12]([C:15](=[O:17])[CH3:16])=[CH:11][CH:10]=3)=[N:8][C:4]=2[CH:3]=1.CO[CH:22](OC)[N:23]([CH3:25])[CH3:24]. Given the product [Br:1][C:2]1[CH:19]=[CH:18][C:5]2[NH:6][C:7]([C:9]3[CH:10]=[CH:11][C:12]([C:15](=[O:17])/[CH:16]=[CH:22]/[N:23]([CH3:25])[CH3:24])=[CH:13][CH:14]=3)=[N:8][C:4]=2[CH:3]=1, predict the reactants needed to synthesize it. (5) The reactants are: [ClH:1].O1CCOCC1.C(OC([N:15]1[CH2:20][CH2:19][N:18]([CH2:21][CH2:22][F:23])[CH2:17][CH2:16]1)=O)(C)(C)C. Given the product [ClH:1].[F:23][CH2:22][CH2:21][N:18]1[CH2:19][CH2:20][NH:15][CH2:16][CH2:17]1, predict the reactants needed to synthesize it. (6) Given the product [O:1]1[CH2:6][CH2:5][CH2:4][CH2:3][CH:2]1[O:7][CH2:8][CH2:9][CH2:10][CH2:11][C:12]1[CH:13]=[CH:14][C:15]2[CH2:21][CH:20]([CH2:22][C:23]([O:25][CH2:26][CH3:27])=[O:24])[C:19]3[CH:28]=[CH:29][CH:30]=[CH:31][C:18]=3[CH2:17][C:16]=2[CH:32]=1, predict the reactants needed to synthesize it. The reactants are: [O:1]1[CH2:6][CH2:5][CH2:4][CH2:3][CH:2]1[O:7][CH2:8][CH2:9][C:10]#[C:11][C:12]1[CH:13]=[CH:14][C:15]2[CH2:21][CH:20]([CH2:22][C:23]([O:25][CH2:26][CH3:27])=[O:24])[C:19]3[CH:28]=[CH:29][CH:30]=[CH:31][C:18]=3[CH2:17][C:16]=2[CH:32]=1. (7) Given the product [N:45]1[C:46]2[C:41](=[CH:40][C:39]([CH2:38][C:35]3[N:33]4[N:34]=[C:29]([C:27]5[CH:26]=[N:25][N:24]([C:11]6([CH2:10][C:8]#[N:9])[CH2:16][CH2:15][NH:14][CH2:13][CH2:12]6)[CH:28]=5)[CH:30]=[N:31][C:32]4=[N:37][CH:36]=3)=[CH:48][CH:47]=2)[CH:42]=[CH:43][CH:44]=1.[C:3]([OH:5])([C:2]([F:7])([F:6])[F:1])=[O:4], predict the reactants needed to synthesize it. The reactants are: [F:1][C:2]([F:7])([F:6])[C:3]([OH:5])=[O:4].[C:8]([CH2:10][C:11]1([N:24]2[CH:28]=[C:27]([C:29]3[CH:30]=[N:31][C:32]4[N:33]([C:35]([CH2:38][C:39]5[CH:40]=[C:41]6[C:46](=[CH:47][CH:48]=5)[N:45]=[CH:44][CH:43]=[CH:42]6)=[CH:36][N:37]=4)[N:34]=3)[CH:26]=[N:25]2)[CH2:16][CH2:15][N:14](C(OC(C)(C)C)=O)[CH2:13][CH2:12]1)#[N:9].